This data is from Retrosynthesis with 50K atom-mapped reactions and 10 reaction types from USPTO. The task is: Predict the reactants needed to synthesize the given product. (1) Given the product Cc1cc(N)c(Sc2ccc(O)cc2)cc1NC(=O)Cc1ccccc1, predict the reactants needed to synthesize it. The reactants are: Cc1cc([N+](=O)[O-])c(Sc2ccc(O)cc2)cc1NC(=O)Cc1ccccc1. (2) The reactants are: CCOC(=O)c1cn2cc(-c3ccco3)ccc2n1. Given the product O=C(O)c1cn2cc(-c3ccco3)ccc2n1, predict the reactants needed to synthesize it. (3) Given the product Clc1cc(N2CCN(Cc3ccccc3)CC2)ncn1, predict the reactants needed to synthesize it. The reactants are: Clc1cc(Cl)ncn1.c1ccc(CN2CCNCC2)cc1. (4) Given the product Cc1cc(C)c(CNC(=O)c2cc(Cl)nc3c2c(C)nn3C2CC2)c(=O)[nH]1, predict the reactants needed to synthesize it. The reactants are: Cc1cc(C)c(CN)c(=O)[nH]1.Cc1nn(C2CC2)c2nc(Cl)cc(C(=O)O)c12. (5) Given the product CCCS(=O)(=O)Nc1ccc(F)c(C(=O)c2cn(C(C)OC(=O)C3CCCC3)c3ncc(-c4ccc(Cl)cc4)cc23)c1F, predict the reactants needed to synthesize it. The reactants are: CC(Cl)OC(=O)C1CCCC1.CCCS(=O)(=O)Nc1ccc(F)c(C(=O)c2c[nH]c3ncc(-c4ccc(Cl)cc4)cc23)c1F. (6) Given the product O=C(O)c1ccc(-c2ccc(C[C@@H]3CCN(C4CCCCC4)C3=O)c3ccccc23)cc1, predict the reactants needed to synthesize it. The reactants are: COC(=O)c1ccc(-c2ccc(C[C@@H]3CCN(C4CCCCC4)C3=O)c3ccccc23)cc1. (7) Given the product CCN(OCc1ccccc1)C(=O)NC(C)(C)c1ccccn1, predict the reactants needed to synthesize it. The reactants are: CC(C)(NC(=O)NOCc1ccccc1)c1ccccn1.CCI. (8) Given the product CC(=O)N1CCC(n2cc(-c3cnc(N)c4oc(-c5cccc6cnncc56)cc34)cn2)CC1, predict the reactants needed to synthesize it. The reactants are: CC(=O)N1CCC(n2cc(-c3cnc(N)c4oc(Cl)cc34)cn2)CC1.CC1(C)OB(c2cccc3cnncc23)OC1(C)C.